Dataset: Full USPTO retrosynthesis dataset with 1.9M reactions from patents (1976-2016). Task: Predict the reactants needed to synthesize the given product. (1) Given the product [CH3:3][C:2]1[C:1]([C:5]2[CH:10]=[CH:9][CH:8]=[CH:7][CH:6]=2)=[N:11][C:21]2[C:16]([C:14]=1[C:12]([OH:22])=[O:13])=[CH:17][CH:18]=[CH:19][CH:20]=2, predict the reactants needed to synthesize it. The reactants are: [C:1]([C:5]1[CH:10]=[CH:9][CH:8]=[CH:7][CH:6]=1)(=O)[CH2:2][CH3:3].[NH:11]1[C:21]2[C:16](=[CH:17][CH:18]=[CH:19][CH:20]=2)[C:14](=O)[C:12]1=[O:13].[OH-:22].[K+]. (2) Given the product [CH:19]([O:22][CH2:23][C@H:24]([O:29][C:30]1[N:35]=[CH:34][N:33]=[C:32]2[N:36]([C:39]3[C:44]([CH3:45])=[CH:43][CH:42]=[CH:41][N:40]=3)[N:37]=[CH:38][C:31]=12)[C:25]([NH:18][C:15]1[CH:14]=[CH:13][C:12]([CH3:11])=[CH:17][N:16]=1)=[O:26])([CH3:21])[CH3:20], predict the reactants needed to synthesize it. The reactants are: C[Al](C)C.CCCCCC.[CH3:11][C:12]1[CH:13]=[CH:14][C:15]([NH2:18])=[N:16][CH:17]=1.[CH:19]([O:22][CH2:23][C@H:24]([O:29][C:30]1[N:35]=[CH:34][N:33]=[C:32]2[N:36]([C:39]3[C:44]([CH3:45])=[CH:43][CH:42]=[CH:41][N:40]=3)[N:37]=[CH:38][C:31]=12)[C:25](OC)=[O:26])([CH3:21])[CH3:20]. (3) Given the product [CH2:1]1[C:10]2[C:5](=[CH:6][CH:7]=[CH:8][CH:9]=2)[CH2:4][CH2:3][N:2]1[C:11]([O:13][C@H:14]1[CH2:18][C@@H:17]([C:19]([O:21][CH3:22])=[O:20])[NH:16][CH2:15]1)=[O:12], predict the reactants needed to synthesize it. The reactants are: [CH2:1]1[C:10]2[C:5](=[CH:6][CH:7]=[CH:8][CH:9]=2)[CH2:4][CH2:3][N:2]1[C:11]([O:13][C@H:14]1[CH2:18][C@@H:17]([C:19]([O:21][CH3:22])=[O:20])[N:16](C)[CH2:15]1)=[O:12].C(O)(C(F)(F)F)=O. (4) Given the product [CH3:1][N:2]([S:21]([C:24]1[S:25][CH:26]=[CH:27][N:28]=1)(=[O:23])=[O:22])[C:3]1[CH:4]=[CH:5][CH:6]=[C:7]2[C:11]=1[NH:10][C:9]([C:12]1[S:13][CH:14]([CH2:17][C:18]([NH2:31])=[O:19])[CH2:15][N:16]=1)=[CH:8]2, predict the reactants needed to synthesize it. The reactants are: [CH3:1][N:2]([S:21]([C:24]1[S:25][CH:26]=[CH:27][N:28]=1)(=[O:23])=[O:22])[C:3]1[CH:4]=[CH:5][CH:6]=[C:7]2[C:11]=1[NH:10][C:9]([C:12]1[S:13][CH:14]([CH2:17][C:18](O)=[O:19])[CH2:15][N:16]=1)=[CH:8]2.Cl.C[N:31](C)CCCN=C=NCC.CN(C)C=O. (5) Given the product [Cl:30][C:31]1[CH:32]=[C:33]([CH2:38][C:39]([N:2]([C@@H:3]([C:14]2[CH:15]=[CH:16][C:17]([O:20][CH2:21][CH2:22][OH:23])=[CH:18][CH:19]=2)[CH2:4][N:5]2[CH2:9][CH2:8][C@H:7]([O:10][CH2:11][CH2:12][OH:13])[CH2:6]2)[CH3:1])=[O:40])[CH:34]=[CH:35][C:36]=1[Cl:37], predict the reactants needed to synthesize it. The reactants are: [CH3:1][NH:2][C@@H:3]([C:14]1[CH:19]=[CH:18][C:17]([O:20][CH2:21][CH2:22][O:23]C2CCCCO2)=[CH:16][CH:15]=1)[CH2:4][N:5]1[CH2:9][CH2:8][C@H:7]([O:10][CH2:11][CH2:12][OH:13])[CH2:6]1.[Cl:30][C:31]1[CH:32]=[C:33]([CH2:38][C:39](O)=[O:40])[CH:34]=[CH:35][C:36]=1[Cl:37].C(N(CC)C(C)C)(C)C.F[B-](F)(F)F.N1(OC(N(C)C)=[N+](C)C)C2C=CC=CC=2N=N1.C1(C)C=CC(S(O)(=O)=O)=CC=1. (6) Given the product [O:18]=[C:15]1[CH:14]=[CH:13][C:12]2[C:17](=[C:8]([N:2]3[CH2:7][CH2:6][N:5]([CH2:34][CH2:33][CH2:32][CH2:31][O:30][C:26]4[N:27]=[C:28]5[C:23]([CH2:22][CH2:21][C:20](=[O:19])[NH:29]5)=[CH:24][CH:25]=4)[CH2:4][CH2:3]3)[CH:9]=[CH:10][CH:11]=2)[NH:16]1, predict the reactants needed to synthesize it. The reactants are: Cl.[N:2]1([C:8]2[CH:9]=[CH:10][CH:11]=[C:12]3[C:17]=2[NH:16][C:15](=[O:18])[CH:14]=[CH:13]3)[CH2:7][CH2:6][NH:5][CH2:4][CH2:3]1.[O:19]=[C:20]1[NH:29][C:28]2[N:27]=[C:26]([O:30][CH2:31][CH2:32][CH2:33][CH:34]=O)[CH:25]=[CH:24][C:23]=2[CH2:22][CH2:21]1.